From a dataset of Forward reaction prediction with 1.9M reactions from USPTO patents (1976-2016). Predict the product of the given reaction. The product is: [F:17][C:18]1[N:23]=[C:22]([N:24]2[CH2:29][CH2:28][N:27]([CH2:30][CH2:31][CH2:32][CH2:33][NH:34][C:14]([CH:8]3[CH2:13][CH2:12][CH2:11][CH2:10][CH2:9]3)=[O:15])[CH2:26][CH2:25]2)[CH:21]=[CH:20][CH:19]=1. Given the reactants C(N(CC)CC)C.[CH:8]1([C:14](Cl)=[O:15])[CH2:13][CH2:12][CH2:11][CH2:10][CH2:9]1.[F:17][C:18]1[N:23]=[C:22]([N:24]2[CH2:29][CH2:28][N:27]([CH2:30][CH2:31][CH2:32][CH2:33][NH2:34])[CH2:26][CH2:25]2)[CH:21]=[CH:20][CH:19]=1, predict the reaction product.